This data is from Full USPTO retrosynthesis dataset with 1.9M reactions from patents (1976-2016). The task is: Predict the reactants needed to synthesize the given product. (1) Given the product [CH3:1][O:2][C:3]1[CH:12]=[C:11]2[C:6]([C:7]([CH3:35])=[CH:8][C:9](=[O:34])[N:10]2[CH2:13][CH2:14][CH2:15][C:16]2([C:29]([O:31][CH2:32][CH3:33])=[O:30])[CH2:21][CH2:20][NH:19][CH2:18][CH2:17]2)=[CH:5][CH:4]=1, predict the reactants needed to synthesize it. The reactants are: [CH3:1][O:2][C:3]1[CH:12]=[C:11]2[C:6]([C:7]([CH3:35])=[CH:8][C:9](=[O:34])[N:10]2[CH2:13][CH2:14][CH2:15][C:16]2([C:29]([O:31][CH2:32][CH3:33])=[O:30])[CH2:21][CH2:20][N:19](C(OC(C)(C)C)=O)[CH2:18][CH2:17]2)=[CH:5][CH:4]=1.FC(F)(F)C(O)=O. (2) Given the product [CH2:43]([C:23]1[CH:24]=[C:25]([C:36]2[O:42][N:39]=[CH:38][CH:37]=2)[C:26]([OH:28])=[CH:27][C:22]=1[O:21][CH2:20][CH2:19][CH2:18][O:17][C:13]1[C:12]([CH2:45][CH2:46][CH3:47])=[C:11]([CH:16]=[CH:15][CH:14]=1)[O:10][C:5]1[CH:6]=[CH:7][CH:8]=[CH:9][C:4]=1[C:3]([OH:2])=[O:48])[CH3:44], predict the reactants needed to synthesize it. The reactants are: C[O:2][C:3](=[O:48])[C:4]1[CH:9]=[CH:8][CH:7]=[CH:6][C:5]=1[O:10][C:11]1[CH:16]=[CH:15][CH:14]=[C:13]([O:17][CH2:18][CH2:19][CH2:20][O:21][C:22]2[CH:27]=[C:26]([O:28]CC3C=CC=CC=3)[C:25]([C:36](=[O:42])[CH:37]=[CH:38][N:39](C)C)=[CH:24][C:23]=2[CH2:43][CH3:44])[C:12]=1[CH2:45][CH2:46][CH3:47].Cl.NO. (3) Given the product [CH2:1]([O:3][C:4]([N:6]1[CH:15]2[CH:10]([C:11]([OH:16])([C:18]#[C:19][C:20]3[CH:25]=[CH:24][CH:23]=[CH:22][CH:21]=3)[CH2:12][CH2:13][CH2:14]2)[CH2:9][CH2:8][CH2:7]1)=[O:5])[CH3:2], predict the reactants needed to synthesize it. The reactants are: [CH2:1]([O:3][C:4]([N:6]1[CH:15]2[CH:10]([C:11](=[O:16])[CH2:12][CH2:13][CH2:14]2)[CH2:9][CH2:8][CH2:7]1)=[O:5])[CH3:2].[Li+].[C-:18]#[C:19][C:20]1[CH:25]=[CH:24][CH:23]=[CH:22][CH:21]=1.